Dataset: Reaction yield outcomes from USPTO patents with 853,638 reactions. Task: Predict the reaction yield, written as a fraction of the theoretical maximum amount of product (1.0 means a 100% yield; for example, 0.34 means a 34% yield). The reactants are [F:1][C:2]1[CH:11]=[C:10]2[C:5]([C:6]([C:29]([O:31]CC)=O)=[N:7][C:8]([C:12]3[CH:17]=[CH:16][CH:15]=[C:14]([C:18]#[C:19][C@:20]([OH:28])([C:22]4[O:23][C:24]([CH3:27])=[CH:25][N:26]=4)[CH3:21])[CH:13]=3)=[N:9]2)=[CH:4][CH:3]=1.[NH3:34]. No catalyst specified. The product is [F:1][C:2]1[CH:11]=[C:10]2[C:5]([C:6]([C:29]([NH2:34])=[O:31])=[N:7][C:8]([C:12]3[CH:17]=[CH:16][CH:15]=[C:14]([C:18]#[C:19][C@:20]([OH:28])([C:22]4[O:23][C:24]([CH3:27])=[CH:25][N:26]=4)[CH3:21])[CH:13]=3)=[N:9]2)=[CH:4][CH:3]=1. The yield is 0.560.